This data is from NCI-60 drug combinations with 297,098 pairs across 59 cell lines. The task is: Regression. Given two drug SMILES strings and cell line genomic features, predict the synergy score measuring deviation from expected non-interaction effect. (1) Drug 1: C1CN1C2=NC(=NC(=N2)N3CC3)N4CC4. Drug 2: C1=NNC2=C1C(=O)NC=N2. Cell line: MALME-3M. Synergy scores: CSS=8.95, Synergy_ZIP=-5.13, Synergy_Bliss=-0.849, Synergy_Loewe=-7.27, Synergy_HSA=-0.736. (2) Drug 2: C1=NC2=C(N=C(N=C2N1C3C(C(C(O3)CO)O)O)F)N. Synergy scores: CSS=35.3, Synergy_ZIP=-13.2, Synergy_Bliss=-12.4, Synergy_Loewe=-11.4, Synergy_HSA=-10.9. Drug 1: C1=CC(=CC=C1CCCC(=O)O)N(CCCl)CCCl. Cell line: HCT116. (3) Drug 1: CCC1=CC2CC(C3=C(CN(C2)C1)C4=CC=CC=C4N3)(C5=C(C=C6C(=C5)C78CCN9C7C(C=CC9)(C(C(C8N6C)(C(=O)OC)O)OC(=O)C)CC)OC)C(=O)OC.C(C(C(=O)O)O)(C(=O)O)O. Drug 2: CC1=C2C(C(=O)C3(C(CC4C(C3C(C(C2(C)C)(CC1OC(=O)C(C(C5=CC=CC=C5)NC(=O)OC(C)(C)C)O)O)OC(=O)C6=CC=CC=C6)(CO4)OC(=O)C)O)C)O. Synergy scores: CSS=35.4, Synergy_ZIP=-5.14, Synergy_Bliss=0.844, Synergy_Loewe=-3.46, Synergy_HSA=3.59. Cell line: NCI-H322M.